This data is from Acute oral toxicity (LD50) regression data from Zhu et al.. The task is: Regression/Classification. Given a drug SMILES string, predict its toxicity properties. Task type varies by dataset: regression for continuous values (e.g., LD50, hERG inhibition percentage) or binary classification for toxic/non-toxic outcomes (e.g., AMES mutagenicity, cardiotoxicity, hepatotoxicity). Dataset: ld50_zhu. (1) The compound is O=[N+]([O-])c1ccc(Oc2c(F)cc(Cl)cc2Cl)cc1. The rat oral LD50 is 2.02, given as -log10 of the dose in mol/kg body weight (higher means more acutely toxic). (2) The molecule is ClC1=C(Cl)C2(Cl)C3C4C=CC(O4)C3C1(Cl)C2(Cl)Cl. The rat oral LD50 is 3.73, given as -log10 of the dose in mol/kg body weight (higher means more acutely toxic). (3) The molecule is CCCSP(=S)(OCC)Oc1cnn(-c2ccccc2)c(=O)c1OC. The rat oral LD50 is 3.12, given as -log10 of the dose in mol/kg body weight (higher means more acutely toxic). (4) The drug is CN1C(=O)OC(C)(C)C1=O. The rat oral LD50 is 1.82, given as -log10 of the dose in mol/kg body weight (higher means more acutely toxic). (5) The compound is Nc1ccccc1-c1ccccc1. The rat oral LD50 is 1.86, given as -log10 of the dose in mol/kg body weight (higher means more acutely toxic). (6) The rat oral LD50 is 1.65, given as -log10 of the dose in mol/kg body weight (higher means more acutely toxic). The drug is CCCN(CCC)C(=O)CCC(=O)OCC. (7) The compound is O=Cc1ccc(O)cc1O. The rat oral LD50 is 2.54, given as -log10 of the dose in mol/kg body weight (higher means more acutely toxic). (8) The compound is O=S(=O)(C(Cl)CCl)C(Cl)CCl. The rat oral LD50 is 3.02, given as -log10 of the dose in mol/kg body weight (higher means more acutely toxic).